Dataset: Experimentally validated miRNA-target interactions with 360,000+ pairs, plus equal number of negative samples. Task: Binary Classification. Given a miRNA mature sequence and a target amino acid sequence, predict their likelihood of interaction. Result: 0 (no interaction). The miRNA is hsa-miR-5187-5p with sequence UGGGAUGAGGGAUUGAAGUGGA. The protein sequence of the target gene is MEPQSQSMTLEVPLSLGRYHISEEYGFLLPNPLEALPDHYKPWMEIALRLPHLIENRQLRAHVYRMPLLDCRFLKSYREQRLAHMALAAITMGFVWQEGEGQPQKVLPRSLAIPFVEVSRNLGLPPILVHSDLVLTNWTKRNPEGPLEISNLETIISFPGGESLRGFILVTVLVEKAAVPGLKALVQGMEAIRQHSQDTLLEALQQLRLSIQDITRALAQMHDYVDPDIFYSVIRIFLSGWKDNPAMPVGLVYEGVATEPLKYSGGSAAQSSVLHAFDEFLGIEHCKESVGFLHRMRDYM....